From a dataset of Full USPTO retrosynthesis dataset with 1.9M reactions from patents (1976-2016). Predict the reactants needed to synthesize the given product. (1) Given the product [C:26]([C:23]1[CH:24]=[CH:25][C:20]([CH2:19][N:13]2[C:14](=[O:18])[N:15]([CH2:16][CH3:17])[C:11]([CH2:10][CH2:9][CH2:8][C:5]3[CH:6]=[CH:7][C:2]([B:35]4[O:39][C:38]([CH3:41])([CH3:40])[C:37]([CH3:43])([CH3:42])[O:36]4)=[CH:3][CH:4]=3)=[N:12]2)=[CH:21][CH:22]=1)([CH3:29])([CH3:28])[CH3:27], predict the reactants needed to synthesize it. The reactants are: Br[C:2]1[CH:7]=[CH:6][C:5]([CH2:8][CH2:9][CH2:10][C:11]2[N:15]([CH2:16][CH3:17])[C:14](=[O:18])[N:13]([CH2:19][C:20]3[CH:25]=[CH:24][C:23]([C:26]([CH3:29])([CH3:28])[CH3:27])=[CH:22][CH:21]=3)[N:12]=2)=[CH:4][CH:3]=1.C([O-])(=O)C.[K+].[B:35]1([B:35]2[O:39][C:38]([CH3:41])([CH3:40])[C:37]([CH3:43])([CH3:42])[O:36]2)[O:39][C:38]([CH3:41])([CH3:40])[C:37]([CH3:43])([CH3:42])[O:36]1. (2) Given the product [CH3:32][O:33][C:34](=[O:35])[C@H:36]([OH:26])[C@H:1]([C:17]1[CH:22]=[CH:21][CH:20]=[CH:19][C:18]=1[Cl:23])[OH:4], predict the reactants needed to synthesize it. The reactants are: [C:1]([O-:4])([O-])=O.[K+].[K+].CS(N)(=O)=O.COC(=O)/C=C/[C:17]1[CH:22]=[CH:21][CH:20]=[CH:19][C:18]=1[Cl:23].S([O-])([O-])=[O:26].[Na+].[Na+].C[CH2:32][O:33][C:34]([CH3:36])=[O:35].